This data is from Catalyst prediction with 721,799 reactions and 888 catalyst types from USPTO. The task is: Predict which catalyst facilitates the given reaction. (1) Reactant: FC(F)(F)C(O)=O.C([O:11][C@@H:12]1[CH2:16][CH2:15][CH2:14][C@H:13]1[N:17]([CH2:19][C:20]1[N:25]([CH2:26][CH2:27][C:28]2[CH:36]=[CH:35][C:31]([C:32]([OH:34])=[O:33])=[CH:30][CH:29]=2)[C:24](=[O:37])[C:23]([Cl:38])=[CH:22][C:21]=1[Cl:39])[CH3:18])(=O)C.C(=O)([O-])[O-].[K+].[K+].CO.Cl. Product: [ClH:38].[Cl:38][C:23]1[C:24](=[O:37])[N:25]([CH2:26][CH2:27][C:28]2[CH:36]=[CH:35][C:31]([C:32]([OH:34])=[O:33])=[CH:30][CH:29]=2)[C:20]([CH2:19][N:17]([C@@H:13]2[CH2:14][CH2:15][CH2:16][C@H:12]2[OH:11])[CH3:18])=[C:21]([Cl:39])[CH:22]=1. The catalyst class is: 13. (2) Reactant: [F:1][C:2]([F:7])([F:6])[C:3]([OH:5])=[O:4].[Cl:8][C:9]1[CH:32]=[CH:31][C:12]([C:13]([N:15]2[CH2:21][C:20]3[CH:22]=[CH:23][CH:24]=[CH:25][C:19]=3[N:18]([CH2:26][C:27]([OH:29])=O)[C:17](=[O:30])[CH2:16]2)=[O:14])=[CH:11][CH:10]=1.[NH2:33][C:34]1[CH:39]=[CH:38][N:37]=[CH:36][CH:35]=1.C(N(CC)CC)C. Product: [F:1][C:2]([F:7])([F:6])[C:3]([OH:5])=[O:4].[Cl:8][C:9]1[CH:10]=[CH:11][C:12]([C:13]([N:15]2[CH2:21][C:20]3[CH:22]=[CH:23][CH:24]=[CH:25][C:19]=3[N:18]([CH2:26][C:27]([NH:33][C:34]3[CH:39]=[CH:38][N:37]=[CH:36][CH:35]=3)=[O:29])[C:17](=[O:30])[CH2:16]2)=[O:14])=[CH:31][CH:32]=1. The catalyst class is: 4. (3) Reactant: [F:1][C:2]1[C:3]([C:10](=[NH:13])OC)=[N:4][CH:5]=[C:6]([O:8][CH3:9])[CH:7]=1.[Cl-:14].[NH4+:15]. Product: [ClH:14].[F:1][C:2]1[C:3]([C:10](=[NH:13])[NH2:15])=[N:4][CH:5]=[C:6]([O:8][CH3:9])[CH:7]=1. The catalyst class is: 5. (4) Reactant: [C:1]([O:5][C:6](=[O:26])[NH:7][CH2:8][CH2:9][C:10]1[CH:15]=[CH:14][C:13]([O:16][C:17]2[CH:22]=[CH:21][C:20]([N+:23]([O-])=O)=[CH:19][CH:18]=2)=[CH:12][CH:11]=1)([CH3:4])([CH3:3])[CH3:2]. Product: [C:1]([O:5][C:6](=[O:26])[NH:7][CH2:8][CH2:9][C:10]1[CH:15]=[CH:14][C:13]([O:16][C:17]2[CH:18]=[CH:19][C:20]([NH2:23])=[CH:21][CH:22]=2)=[CH:12][CH:11]=1)([CH3:4])([CH3:2])[CH3:3]. The catalyst class is: 43. (5) Reactant: Cl.[F:2][C:3]1[CH:21]=[C:20]([S:22]([CH3:25])(=[O:24])=[O:23])[CH:19]=[CH:18][C:4]=1[O:5][CH2:6][C:7]1[N:11]=[CH:10][N:9]([CH:12]2[CH2:17][CH2:16][NH:15][CH2:14][CH2:13]2)[N:8]=1.C(=O)([O-])[O-].[K+].[K+].Cl[C:33]1[N:38]=[CH:37][C:36]([CH2:39][CH3:40])=[CH:35][N:34]=1. Product: [CH2:39]([C:36]1[CH:35]=[N:34][C:33]([N:15]2[CH2:16][CH2:17][CH:12]([N:9]3[CH:10]=[N:11][C:7]([CH2:6][O:5][C:4]4[CH:18]=[CH:19][C:20]([S:22]([CH3:25])(=[O:24])=[O:23])=[CH:21][C:3]=4[F:2])=[N:8]3)[CH2:13][CH2:14]2)=[N:38][CH:37]=1)[CH3:40]. The catalyst class is: 9. (6) Reactant: [NH2:1][C:2]1[CH:3]=[N:4][C:5]([Cl:8])=[N:6][CH:7]=1.C(N(CC)CC)C.[F:16][C:17]1[CH:18]=[C:19]([CH:23]=[CH:24][C:25]=1[F:26])[C:20](Cl)=[O:21]. Product: [Cl:8][C:5]1[N:6]=[CH:7][C:2]([NH:1][C:20](=[O:21])[C:19]2[CH:23]=[CH:24][C:25]([F:26])=[C:17]([F:16])[CH:18]=2)=[CH:3][N:4]=1. The catalyst class is: 1. (7) Reactant: [C:1]([Cl:6])(=O)[C:2](Cl)=O.[CH3:7][N:8](C)C=O.[N:12]1[CH:17]=[CH:16][CH:15]=CC=1.O. Product: [C:17]([C:16]1[CH:15]=[CH:2][C:1]([Cl:6])=[CH:7][N:8]=1)#[N:12]. The catalyst class is: 13. (8) Reactant: Cl[C:2]1[CH:7]=[CH:6][C:5]([NH:8][C:9]([CH:11]2[C:20]3[C:15](=[CH:16][CH:17]=[CH:18][CH:19]=3)[CH2:14][CH:13](C(O)=O)[NH:12]2)=[O:10])=[CH:4][CH:3]=1.[S:24]1[CH2:28][CH2:27][N:26]([C:29](C2C=CC(N)=CC=2)=[O:30])[CH2:25]1.[CH2:38]([Cl:41])[CH2:39]Cl. Product: [S:24]1[CH2:28][CH2:27][N:26]([C:29]([C:2]2[CH:3]=[CH:4][C:5]([NH:8][C:9]([CH:11]3[CH2:20][C:15]4[C:14](=[CH:19][CH:18]=[CH:17][CH:16]=4)[CH2:13][N:12]3[C:9]([NH:8][C:5]3[CH:6]=[CH:39][C:38]([Cl:41])=[CH:3][CH:4]=3)=[O:10])=[O:10])=[CH:6][CH:7]=2)=[O:30])[CH2:25]1. The catalyst class is: 3.